Dataset: Forward reaction prediction with 1.9M reactions from USPTO patents (1976-2016). Task: Predict the product of the given reaction. Given the reactants Cl.[NH:2]1[CH2:7][CH2:6][C:5]([C:8]2[C:13]([F:14])=[CH:12][C:11]([N:15]3[CH2:19][C@H:18]([CH2:20][O:21][C:22](=[O:24])[CH3:23])[O:17][C:16]3=[O:25])=[CH:10][C:9]=2[F:26])=[CH:4][CH2:3]1.N1C=CC=CC=1.[CH3:33][C:34]1([CH3:42])[O:38][C@H:37]([C:39](Cl)=[O:40])[CH2:36][O:35]1.C(=O)(O)[O-].[Na+], predict the reaction product. The product is: [CH3:33][C:34]1([CH3:42])[O:38][C@H:37]([C:39]([N:2]2[CH2:7][CH2:6][C:5]([C:8]3[C:13]([F:14])=[CH:12][C:11]([N:15]4[CH2:19][C@H:18]([CH2:20][O:21][C:22](=[O:24])[CH3:23])[O:17][C:16]4=[O:25])=[CH:10][C:9]=3[F:26])=[CH:4][CH2:3]2)=[O:40])[CH2:36][O:35]1.